Dataset: Full USPTO retrosynthesis dataset with 1.9M reactions from patents (1976-2016). Task: Predict the reactants needed to synthesize the given product. (1) Given the product [CH3:63][O:62][C:38]1[CH:37]=[CH:36][C:35]([CH2:40][CH2:45][NH:24][C:15]2[CH:14]=[CH:13][C:6]3[C:7](=[O:12])[NH:8][C:9]4[C:4]([C:5]=3[CH:16]=2)=[CH:3][CH:2]=[CH:11][N:10]=4)=[CH:34][CH:39]=1, predict the reactants needed to synthesize it. The reactants are: Cl[C:2]1[CH:3]=[C:4]2[C:9](=[N:10][CH:11]=1)[NH:8][C:7](=[O:12])[C:6]1[CH:13]=[CH:14][CH:15]=[CH:16][C:5]2=1.COC1C=CC(C[NH2:24])=CC=1.C1(P(C2CCCCC2)[C:34]2[CH:39]=[CH:38][CH:37]=[CH:36][C:35]=2[C:40]2[C:45](C(C)C)=CC(C(C)C)=CC=2C(C)C)CCCCC1.[Na].[O-:62][CH2:63]CCC. (2) Given the product [C:2]([N:33]1[C:29]([CH2:31][CH2:17][CH2:18][Cl:22])=[CH:30][C:8]([C:7]([O:14][CH2:15][CH3:16])=[O:13])=[N:34]1)([CH3:5])([CH3:3])[CH3:1], predict the reactants needed to synthesize it. The reactants are: [CH3:1][C:2]([CH3:5])([O-])[CH3:3].[Na+].[C:7]([O:14][CH2:15][CH3:16])(=[O:13])[C:8](OCC)=O.[C:17]([O-])(=O)[CH3:18].[K+].[ClH:22].C(O)(=O)C(O)=O.[C:29]([NH:33][NH2:34])(C)([CH3:31])[CH3:30]. (3) Given the product [Br:17][C:6]1[CH:7]=[C:2]([F:1])[CH:3]=[C:4]([N+:9]([O-:11])=[O:10])[C:5]=1[CH3:8], predict the reactants needed to synthesize it. The reactants are: [F:1][C:2]1[CH:7]=[CH:6][C:5]([CH3:8])=[C:4]([N+:9]([O-:11])=[O:10])[CH:3]=1.S(=O)(=O)(O)O.[Br:17]N1C(=O)CCC1=O.O. (4) Given the product [F:22][CH:18]([F:23])[N:3]1[C:2]([CH3:1])=[C:6]([B:7]2[O:11][C:10]([CH3:12])([CH3:13])[C:9]([CH3:15])([CH3:14])[O:8]2)[C:5]([CH3:16])=[N:4]1, predict the reactants needed to synthesize it. The reactants are: [CH3:1][C:2]1[C:6]([B:7]2[O:11][C:10]([CH3:13])([CH3:12])[C:9]([CH3:15])([CH3:14])[O:8]2)=[C:5]([CH3:16])[NH:4][N:3]=1.Cl[C:18]([F:23])([F:22])C([O-])=O.[Na+].C1OCCOCCOCCOCCOCCOC1. (5) Given the product [CH2:16]([C@H:17]1[CH2:18][O:19][C:39](=[O:40])[N:38]1[C:12](=[O:14])[CH2:11][CH2:10][CH2:9][C:8]([C:5]1[CH:4]=[CH:3][C:2]([F:1])=[CH:7][CH:6]=1)=[O:15])[C:30]1[CH:35]=[CH:34][CH:33]=[CH:32][CH:31]=1, predict the reactants needed to synthesize it. The reactants are: [F:1][C:2]1[CH:7]=[CH:6][C:5]([C:8](=[O:15])[CH2:9][CH2:10][CH2:11][C:12]([OH:14])=O)=[CH:4][CH:3]=1.[CH3:16][C:17](C)(C)[C:18](Cl)=[O:19].C1N(C[C:30]2[CH:35]=[CH:34][CH:33]=[CH:32][CH:31]=2)C(=O)OC1.O.C[N:38](C)[CH:39]=[O:40].